This data is from Full USPTO retrosynthesis dataset with 1.9M reactions from patents (1976-2016). The task is: Predict the reactants needed to synthesize the given product. (1) Given the product [Br:1][C:2]([F:10])([F:9])[C:3]([F:8])([F:7])[C:4]([O:6][CH2:16][CH3:17])=[O:5], predict the reactants needed to synthesize it. The reactants are: [Br:1][C:2]([F:10])([F:9])[C:3]([F:8])([F:7])[C:4]([OH:6])=[O:5].S(=O)(=O)(O)O.[CH2:16](O)[CH3:17]. (2) Given the product [CH3:8][S:9]([O:1][N:2]=[C:3]([Cl:7])[CH:4]([CH3:6])[CH3:5])(=[O:11])=[O:10], predict the reactants needed to synthesize it. The reactants are: [OH:1][N:2]=[C:3]([Cl:7])[CH:4]([CH3:6])[CH3:5].[CH3:8][S:9](Cl)(=[O:11])=[O:10].C(N(C(C)C)C(C)C)C. (3) Given the product [C:5]([O:4][C:3](=[O:9])[N:2]([CH3:1])[CH2:10][CH2:11][N:12]([CH3:39])[CH2:13][C:14]1[C:22]2[C:17](=[CH:18][CH:19]=[C:20]([O:23][CH:24]3[CH2:28][CH2:27][O:26][CH2:25]3)[CH:21]=2)[NH:16][N:15]=1)([CH3:8])([CH3:7])[CH3:6], predict the reactants needed to synthesize it. The reactants are: [CH3:1][N:2]([CH2:10][CH2:11][N:12]([CH3:39])[CH2:13][C:14]1[C:22]2[C:17](=[CH:18][CH:19]=[C:20]([O:23][CH:24]3[CH2:28][CH2:27][O:26][CH2:25]3)[CH:21]=2)[N:16](S(C2C=CC(C)=CC=2)(=O)=O)[N:15]=1)[C:3](=[O:9])[O:4][C:5]([CH3:8])([CH3:7])[CH3:6].[OH-].[Na+]. (4) Given the product [C:13]([O:12][C:11]([NH:10][C:9]([NH:18][CH2:19][CH2:20][CH2:21][CH2:22][C@H:23]([NH:44][C:45]([O:47][C:48]([CH3:51])([CH3:50])[CH3:49])=[O:46])[C:24](=[O:43])[NH:25][CH2:26][CH2:27][CH2:28][CH2:29][C@H:30]([NH:35][C:36]([O:38][C:39]([CH3:42])([CH3:41])[CH3:40])=[O:37])[C:31]([OH:33])=[O:32])=[N:8][C:6](=[O:7])[O:5][C:1]([CH3:4])([CH3:3])[CH3:2])=[O:17])([CH3:14])([CH3:15])[CH3:16], predict the reactants needed to synthesize it. The reactants are: [C:1]([O:5][C:6]([NH:8][C:9]([NH:18][CH2:19][CH2:20][CH2:21][CH2:22][C@H:23]([NH:44][C:45]([O:47][C:48]([CH3:51])([CH3:50])[CH3:49])=[O:46])[C:24](=[O:43])[NH:25][CH2:26][CH2:27][CH2:28][CH2:29][C@H:30]([NH:35][C:36]([O:38][C:39]([CH3:42])([CH3:41])[CH3:40])=[O:37])[C:31]([O:33]C)=[O:32])=[N:10][C:11](=[O:17])[O:12][C:13]([CH3:16])([CH3:15])[CH3:14])=[O:7])([CH3:4])([CH3:3])[CH3:2].[OH-].[Na+]. (5) The reactants are: [NH:1]1[CH2:6][CH2:5][CH2:4][CH2:3][C@@H:2]1[CH2:7][O:8][C:9]1[CH:18]=[CH:17][CH:16]=[C:15]2[C:10]=1[C:11]([NH:19][C:20]1[CH:21]=[C:22]3[C:26](=[CH:27][CH:28]=1)[N:25]([CH2:29][C:30]1[CH:35]=[CH:34][CH:33]=[CH:32][N:31]=1)[CH:24]=[CH:23]3)=[N:12][CH:13]=[N:14]2.F[C:37](F)(F)[C:38]([OH:40])=O.[OH:43]C[C@H]1CCCCN1C(OC(C)(C)C)=O.CC[NH+](CC)CC.CC[NH+](CC)CC.C([O-])([O-])=O. Given the product [O:43]=[C:37]([N:1]1[CH2:6][CH2:5][CH2:4][CH2:3][C@@H:2]1[CH2:7][O:8][C:9]1[CH:18]=[CH:17][CH:16]=[C:15]2[C:10]=1[C:11]([NH:19][C:20]1[CH:21]=[C:22]3[C:26](=[CH:27][CH:28]=1)[N:25]([CH2:29][C:30]1[CH:35]=[CH:34][CH:33]=[CH:32][N:31]=1)[CH:24]=[CH:23]3)=[N:12][CH:13]=[N:14]2)[CH2:38][OH:40], predict the reactants needed to synthesize it. (6) Given the product [CH2:12]([CH:22]([NH2:23])[CH2:21][CH2:20][CH2:19][C:14]1[CH:13]=[CH:12][C:11]2[C:16](=[CH:17][CH:18]=[C:9]([O:8][Si:1]([C:4]([CH3:5])([CH3:7])[CH3:6])([CH3:3])[CH3:2])[CH:10]=2)[CH:15]=1)[C:11]1[CH:16]=[CH:17][CH:18]=[CH:9][CH:10]=1, predict the reactants needed to synthesize it. The reactants are: [Si:1]([O:8][C:9]1[CH:10]=[C:11]2[C:16](=[CH:17][CH:18]=1)[CH:15]=[C:14]([C:19]#[C:20][CH2:21][CH2:22][NH:23]C(=O)OCC1C=CC=CC=1)[CH:13]=[CH:12]2)([C:4]([CH3:7])([CH3:6])[CH3:5])([CH3:3])[CH3:2].